Dataset: Reaction yield outcomes from USPTO patents with 853,638 reactions. Task: Predict the reaction yield, written as a fraction of the theoretical maximum amount of product (1.0 means a 100% yield; for example, 0.34 means a 34% yield). The reactants are [N-:1]=[N+:2]=[N-:3].[Na+].[CH3:5][O:6][C:7]1[CH:12]=[CH:11][C:10]([CH2:13][CH2:14][CH2:15][CH2:16]OS(C2C=CC(C)=CC=2)(=O)=O)=[CH:9][CH:8]=1. The catalyst is CN(C=O)C. The product is [CH3:5][O:6][C:7]1[CH:12]=[CH:11][C:10]([CH2:13][CH2:14][CH2:15][CH2:16][N:1]=[N+:2]=[N-:3])=[CH:9][CH:8]=1. The yield is 0.950.